This data is from Reaction yield outcomes from USPTO patents with 853,638 reactions. The task is: Predict the reaction yield, written as a fraction of the theoretical maximum amount of product (1.0 means a 100% yield; for example, 0.34 means a 34% yield). The reactants are [C:1]([NH:9][C:10]1[CH:15]=[CH:14][NH:13][C:12](=[O:16])[N:11]=1)(=[O:8])[C:2]1[CH:7]=[CH:6][CH:5]=[CH:4][CH:3]=1.[CH3:17][C:18]1[CH:61]=[CH:60][C:21]([C:22]([O:24][C@H:25]2[C:29]([Cl:31])([Cl:30])[CH:28](OP(OC3C=CC=CC=3)(OC3C=CC=CC=3)=O)[O:27][C@@H:26]2[CH2:49][O:50][C:51](=[O:59])[C:52]2[CH:57]=[CH:56][C:55](C)=[CH:54][CH:53]=2)=[O:23])=[CH:20][CH:19]=1.[Sn](Cl)(Cl)(Cl)Cl.[Cl-].[NH4+]. The catalyst is ClC1C=CC=CC=1.S([O-])([O-])(=O)=O.[NH4+].[NH4+]. The product is [CH3:17][C:18]1[CH:19]=[CH:20][C:21]([C:22]([O:24][C@H:25]2[C:29]([Cl:31])([Cl:30])[CH:28]([N:13]3[CH:14]=[CH:15][C:10]([NH:9][C:1](=[O:8])[C:2]4[CH:7]=[CH:6][CH:5]=[CH:4][CH:3]=4)=[N:11][C:12]3=[O:16])[O:27][C@@H:26]2[CH2:49][O:50][C:51](=[O:59])[C:52]2[CH:53]=[CH:54][CH:55]=[CH:56][CH:57]=2)=[O:23])=[CH:60][CH:61]=1. The yield is 0.990.